This data is from Full USPTO retrosynthesis dataset with 1.9M reactions from patents (1976-2016). The task is: Predict the reactants needed to synthesize the given product. (1) Given the product [F:18][C:19]1[C:26]([F:27])=[CH:25][CH:24]=[CH:23][C:20]=1[CH2:21][N:7]1[C:11]2=[N:12][CH:13]=[CH:14][CH:15]=[C:10]2[C:9]([C:16]#[N:17])=[N:8]1, predict the reactants needed to synthesize it. The reactants are: C(=O)([O-])[O-].[Cs+].[Cs+].[NH:7]1[C:11]2=[N:12][CH:13]=[CH:14][CH:15]=[C:10]2[C:9]([C:16]#[N:17])=[N:8]1.[F:18][C:19]1[C:26]([F:27])=[CH:25][CH:24]=[CH:23][C:20]=1[CH2:21]Br.Cl. (2) Given the product [C:45]([C:49]1[CH:66]=[CH:65][C:52]([CH2:53][N:54]([CH2:55][CH2:56][C:57]2[CH:62]=[CH:61][C:60]([F:63])=[C:59]([F:64])[CH:58]=2)[C:11]([C:10]2[C:2]([F:1])=[CH:3][CH:4]=[C:5]3[C:9]=2[NH:8][CH:7]=[CH:6]3)=[O:13])=[CH:51][CH:50]=1)([CH3:48])([CH3:46])[CH3:47], predict the reactants needed to synthesize it. The reactants are: [F:1][C:2]1[C:10]([C:11]([OH:13])=O)=[C:9]2[C:5]([CH:6]=[CH:7][NH:8]2)=[CH:4][CH:3]=1.CN(C(ON1N=NC2C=CC=CC1=2)=[N+](C)C)C.[B-](F)(F)(F)F.C(N(CC)C(C)C)(C)C.[C:45]([C:49]1[CH:66]=[CH:65][C:52]([CH2:53][NH:54][CH2:55][CH2:56][C:57]2[CH:62]=[CH:61][C:60]([F:63])=[C:59]([F:64])[CH:58]=2)=[CH:51][CH:50]=1)([CH3:48])([CH3:47])[CH3:46]. (3) Given the product [NH2:1][C:2]1[C:7]2[N:8]=[CH:9][N:10]([C@@H:11]3[CH2:12][CH2:13][C@@H:14]([OH:17])[C@H:15]3[OH:16])[C:6]=2[CH:5]=[CH:4][N:3]=1, predict the reactants needed to synthesize it. The reactants are: [NH2:1][C:2]1[C:7]2[N:8]=[CH:9][N:10]([C@H:11]3[C@H:15]([OH:16])[C@H:14]([OH:17])[CH:13]=[CH:12]3)[C:6]=2[CH:5]=[CH:4][N:3]=1. (4) Given the product [ClH:17].[NH2:7][C@@H:8]([CH:13]([CH3:15])[CH3:14])[C:9]([CH3:11])([OH:12])[CH3:10], predict the reactants needed to synthesize it. The reactants are: C(OC(=O)[NH:7][C@@H:8]([CH:13]([CH3:15])[CH3:14])[C:9]([OH:12])([CH3:11])[CH3:10])(C)(C)C.[ClH:17]. (5) Given the product [CH3:79][C:80]([NH:92][C:66]1[C:65](=[O:77])[N:64]([C:61]2[CH:62]=[CH:63][C:58]([O:57][CH:56]([F:78])[F:55])=[CH:59][CH:60]=2)[CH:68]([C:69]2[CH:74]=[CH:73][CH:72]=[CH:71][C:70]=2[F:75])[CH:67]=1)([C:82]1[CH:87]=[CH:86][CH:85]=[C:16]([C:15]([F:20])([F:19])[F:14])[N:83]=1)[CH3:81], predict the reactants needed to synthesize it. The reactants are: CC(O)=O.COC1CCC(OC)O1.[F:14][C:15]([F:20])([F:19])[C:16](O)=O.FC1C=CC=CC=1C1N(C2C=CC(OC(F)F)=CC=2)C(=O)C(NC2C=CC(OC(F)F)=CC=2)=C1.[F:55][CH:56]([F:78])[O:57][C:58]1[CH:63]=[CH:62][C:61]([N:64]2[CH:68]([C:69]3[CH:74]=[CH:73][CH:72]=[CH:71][C:70]=3[F:75])[CH2:67][C:66](=O)[C:65]2=[O:77])=[CH:60][CH:59]=1.[CH3:79][C:80]([NH2:92])([C:82]1[CH:87]=[CH:86][CH:85]=C(C(F)(F)F)[N:83]=1)[CH3:81]. (6) Given the product [CH2:1]([N:8]1[C:16]([C:17]2[CH:18]=[CH:19][C:20]([O:23][C:24]3[CH:25]=[C:26]([CH:27]=[CH:28][CH:29]=3)[CH:58]=[O:59])=[CH:21][CH:22]=2)=[C:15]2[C:10]([C:11]([C:36]([F:37])([F:38])[F:39])=[CH:12][CH:13]=[CH:14]2)=[N:9]1)[C:2]1[CH:7]=[CH:6][CH:5]=[CH:4][CH:3]=1, predict the reactants needed to synthesize it. The reactants are: [CH2:1]([N:8]1[C:16]([C:17]2[CH:22]=[CH:21][C:20]([O:23][C:24]3[CH:29]=[CH:28][CH:27]=[C:26](CC4OCCO4)[CH:25]=3)=[CH:19][CH:18]=2)=[C:15]2[C:10]([C:11]([C:36]([F:39])([F:38])[F:37])=[CH:12][CH:13]=[CH:14]2)=[N:9]1)[C:2]1[CH:7]=[CH:6][CH:5]=[CH:4][CH:3]=1.CC1C=CC(S([O-])(=O)=O)=CC=1.C1C=C[NH+]=CC=1.C[C:58](C)=[O:59]. (7) Given the product [CH:28]1([NH:27][C:25]([C:23]2[CH:22]=[CH:21][C:20]([CH3:31])=[C:19]([NH:18][C:16](=[O:17])[C:15]3[CH:32]=[C:11]([N:4]4[CH2:5][CH2:6][N:1]([CH2:7][CH2:8][OH:9])[CH2:2][CH2:3]4)[CH:12]=[CH:13][C:14]=3[N+:33]([O-:35])=[O:34])[CH:24]=2)=[O:26])[CH2:30][CH2:29]1, predict the reactants needed to synthesize it. The reactants are: [N:1]1([CH2:7][CH2:8][OH:9])[CH2:6][CH2:5][NH:4][CH2:3][CH2:2]1.Cl[C:11]1[CH:12]=[CH:13][C:14]([N+:33]([O-:35])=[O:34])=[C:15]([CH:32]=1)[C:16]([NH:18][C:19]1[CH:24]=[C:23]([C:25]([NH:27][CH:28]2[CH2:30][CH2:29]2)=[O:26])[CH:22]=[CH:21][C:20]=1[CH3:31])=[O:17]. (8) Given the product [Cl:1][C:2]1[CH:3]=[CH:4][C:5]([C:8]2[C:12]([CH2:13][O:14][C:15]3[CH:23]=[CH:22][C:18]([C:19]([NH:24][CH2:25][C:26]([CH3:30])([CH3:29])[CH2:27][OH:28])=[O:21])=[CH:17][N:16]=3)=[CH:11][O:10][N:9]=2)=[CH:6][CH:7]=1, predict the reactants needed to synthesize it. The reactants are: [Cl:1][C:2]1[CH:7]=[CH:6][C:5]([C:8]2[C:12]([CH2:13][O:14][C:15]3[CH:23]=[CH:22][C:18]([C:19]([OH:21])=O)=[CH:17][N:16]=3)=[CH:11][O:10][N:9]=2)=[CH:4][CH:3]=1.[NH2:24][CH2:25][C:26]([CH3:30])([CH3:29])[CH2:27][OH:28]. (9) Given the product [Cl:17][C:5]1[C:6]([C:8]2[C:16]3[C:11](=[CH:12][CH:13]=[CH:14][CH:15]=3)[NH:10][CH:9]=2)=[N:7][C:2]([NH:18][C:19]2[CH:24]=[CH:23][C:22]([N:25]3[CH2:30][CH2:29][CH:28]([NH:31][CH3:32])[C:27]([CH3:33])([CH3:34])[CH2:26]3)=[CH:21][C:20]=2[O:35][CH3:36])=[N:3][CH:4]=1, predict the reactants needed to synthesize it. The reactants are: Cl[C:2]1[N:7]=[C:6]([C:8]2[C:16]3[C:11](=[CH:12][CH:13]=[CH:14][CH:15]=3)[NH:10][CH:9]=2)[C:5]([Cl:17])=[CH:4][N:3]=1.[NH2:18][C:19]1[CH:24]=[CH:23][C:22]([N:25]2[CH2:30][CH2:29][CH:28]([NH:31][CH3:32])[C:27]([CH3:34])([CH3:33])[CH2:26]2)=[CH:21][C:20]=1[O:35][CH3:36]. (10) The reactants are: [NH2:1][C:2]1[CH:10]=[CH:9][C:5]2[N:6]=[CH:7][NH:8][C:4]=2[CH:3]=1.[Cl:11][C:12]1[C:19]([Cl:20])=[CH:18][CH:17]=[CH:16][C:13]=1[CH:14]=O.[Si](C#N)(C)(C)C.[N:27]1([C:32](N2C=CN=C2)=[O:33])C=CN=[CH:28]1. Given the product [NH:6]1[C:5]2[CH:9]=[CH:10][C:2]([N:1]3[CH:14]([C:13]4[CH:16]=[CH:17][CH:18]=[C:19]([Cl:20])[C:12]=4[Cl:11])[CH2:28][NH:27][C:32]3=[O:33])=[CH:3][C:4]=2[N:8]=[CH:7]1, predict the reactants needed to synthesize it.